This data is from Catalyst prediction with 721,799 reactions and 888 catalyst types from USPTO. The task is: Predict which catalyst facilitates the given reaction. (1) Reactant: [F:1][C:2]1([F:22])[CH2:7][CH2:6][CH:5]([CH2:8][NH:9][C:10]([C:12]2[C:20]3[C:15](=[CH:16][CH:17]=[CH:18][C:19]=3[Cl:21])[NH:14][CH:13]=2)=[O:11])[CH2:4][CH2:3]1.O[CH2:24][CH2:25][N:26]1[CH2:30][CH2:29][CH2:28][C:27]1=[O:31].C(P(=CC#N)(CCCC)CCCC)CCC. Product: [Cl:21][C:19]1[CH:18]=[CH:17][CH:16]=[C:15]2[C:20]=1[C:12]([C:10]([NH:9][CH2:8][CH:5]1[CH2:6][CH2:7][C:2]([F:1])([F:22])[CH2:3][CH2:4]1)=[O:11])=[CH:13][N:14]2[CH2:24][CH2:25][N:26]1[CH2:30][CH2:29][CH2:28][C:27]1=[O:31]. The catalyst class is: 11. (2) Reactant: [Cl:1][C:2]1[CH:7]=[C:6](I)[CH:5]=[C:4]([Cl:9])[N:3]=1.CC1(C)OB([C:16]2[CH:17]=[N:18][C:19]([C:22]([F:25])([F:24])[F:23])=[N:20][CH:21]=2)OC1(C)C.C(=O)([O-])[O-].[K+].[K+].O. Product: [Cl:1][C:2]1[CH:7]=[C:6]([C:16]2[CH:17]=[N:18][C:19]([C:22]([F:25])([F:24])[F:23])=[N:20][CH:21]=2)[CH:5]=[C:4]([Cl:9])[N:3]=1. The catalyst class is: 439. (3) Reactant: [NH2:1][C:2]1[CH:11]=[CH:10][C:5]([C:6]([O:8][CH3:9])=[O:7])=[CH:4][C:3]=1[NH:12][C:13]([C:15]1[O:16][C:17]([CH2:20][C:21]2[C:29]3[O:28][C:27]([CH:30]([CH3:32])[CH3:31])=[CH:26][C:25]=3[CH:24]=[C:23]([Cl:33])[CH:22]=2)=[CH:18][CH:19]=1)=O. Product: [Cl:33][C:23]1[CH:22]=[C:21]([CH2:20][C:17]2[O:16][C:15]([C:13]3[NH:1][C:2]4[CH:11]=[CH:10][C:5]([C:6]([O:8][CH3:9])=[O:7])=[CH:4][C:3]=4[N:12]=3)=[CH:19][CH:18]=2)[C:29]2[O:28][C:27]([CH:30]([CH3:31])[CH3:32])=[CH:26][C:25]=2[CH:24]=1. The catalyst class is: 15. (4) Product: [O:12]=[C:8]1[CH2:7][CH2:6][CH2:5][C:4]2[CH:3]=[C:2]([NH:1][C:19]([C:16]3[CH:17]=[CH:18][C:13]([C:22]4[CH:23]=[CH:24][CH:25]=[CH:26][CH:27]=4)=[CH:14][CH:15]=3)=[O:20])[CH:11]=[CH:10][C:9]1=2. The catalyst class is: 1. Reactant: [NH2:1][C:2]1[CH:3]=[C:4]2[C:9](=[CH:10][CH:11]=1)[C:8](=[O:12])[CH2:7][CH2:6][CH2:5]2.[C:13]1([C:22]2[CH:27]=[CH:26][CH:25]=[CH:24][CH:23]=2)[CH:18]=[CH:17][C:16]([C:19](Cl)=[O:20])=[CH:15][CH:14]=1.C(N(CC)CC)C. (5) Reactant: [H-].[Na+].F[C:4]1[CH:11]=[CH:10][CH:9]=[CH:8][C:5]=1[C:6]#[N:7].[CH3:12][NH:13][CH2:14][CH2:15][OH:16].[H][H]. Product: [CH3:12][NH:13][CH2:14][CH2:15][O:16][C:4]1[CH:11]=[CH:10][CH:9]=[CH:8][C:5]=1[C:6]#[N:7]. The catalyst class is: 1. (6) Reactant: [Li+].[O:2]=[C:3]1[CH:8]=[C:7]([NH:9][C:10](=[O:18])[CH2:11][C:12]2[CH:17]=[CH:16][CH:15]=[CH:14][CH:13]=2)[CH:6]=[CH:5][N:4]1[CH2:19][CH2:20][CH2:21][CH2:22][N:23]1[CH:27]=[C:26]([C:28]([O-:30])=O)[N:25]=[N:24]1.[CH2:31]([NH2:38])[C:32]1[CH:37]=[CH:36][CH:35]=[CH:34][CH:33]=1.C(P1(=O)OP(CCC)(=O)OP(CCC)(=O)O1)CC. Product: [CH2:31]([NH:38][C:28]([C:26]1[N:25]=[N:24][N:23]([CH2:22][CH2:21][CH2:20][CH2:19][N:4]2[CH:5]=[CH:6][C:7]([NH:9][C:10](=[O:18])[CH2:11][C:12]3[CH:13]=[CH:14][CH:15]=[CH:16][CH:17]=3)=[CH:8][C:3]2=[O:2])[CH:27]=1)=[O:30])[C:32]1[CH:37]=[CH:36][CH:35]=[CH:34][CH:33]=1. The catalyst class is: 3.